This data is from NCI-60 drug combinations with 297,098 pairs across 59 cell lines. The task is: Regression. Given two drug SMILES strings and cell line genomic features, predict the synergy score measuring deviation from expected non-interaction effect. Drug 1: C1CCC(C(C1)N)N.C(=O)(C(=O)[O-])[O-].[Pt+4]. Drug 2: C1C(C(OC1N2C=NC(=NC2=O)N)CO)O. Cell line: PC-3. Synergy scores: CSS=13.7, Synergy_ZIP=-8.03, Synergy_Bliss=-4.07, Synergy_Loewe=0.459, Synergy_HSA=0.717.